Task: Predict which catalyst facilitates the given reaction.. Dataset: Catalyst prediction with 721,799 reactions and 888 catalyst types from USPTO (1) Reactant: [N:1]1([C:7]2[C:8]3[C:15]([C:16]4[CH:17]=[N:18][NH:19][CH:20]=4)=[CH:14][N:13](CO)[C:9]=3[N:10]=[CH:11][N:12]=2)[CH2:6][CH2:5][O:4][CH2:3][CH2:2]1.[C:23](=O)([O-:25])[O-:24].[K+].[K+]. Product: [CH:23]([OH:25])=[O:24].[N:1]1([C:7]2[C:8]3[C:15]([C:16]4[CH:20]=[N:19][NH:18][CH:17]=4)=[CH:14][NH:13][C:9]=3[N:10]=[CH:11][N:12]=2)[CH2:2][CH2:3][O:4][CH2:5][CH2:6]1. The catalyst class is: 10. (2) Reactant: CN(C)C=O.Cl[CH2:7][CH2:8][CH2:9][O:10][C:11]1[CH:20]=[C:19]2[C:14]([C:15]([O:21][C:22]3[C:23]([CH3:32])=[N:24][C:25]4[C:30]([CH:31]=3)=[CH:29][CH:28]=[CH:27][CH:26]=4)=[CH:16][CH:17]=[N:18]2)=[CH:13][C:12]=1[O:33][CH3:34].C(=O)([O-])[O-].[K+].[K+].[NH:41]1[CH:45]=[CH:44][N:43]=[CH:42]1. Product: [N:41]1([CH2:7][CH2:8][CH2:9][O:10][C:11]2[CH:20]=[C:19]3[C:14]([C:15]([O:21][C:22]4[C:23]([CH3:32])=[N:24][C:25]5[C:30]([CH:31]=4)=[CH:29][CH:28]=[CH:27][CH:26]=5)=[CH:16][CH:17]=[N:18]3)=[CH:13][C:12]=2[O:33][CH3:34])[CH:45]=[CH:44][N:43]=[CH:42]1. The catalyst class is: 6. (3) The catalyst class is: 23. Reactant: [CH2:1]([NH:13][C:14](=[O:36])[C:15]1[CH:20]=[C:19]([C:21]2[CH:26]=[CH:25][CH:24]=[C:23]([C:27]([F:30])([F:29])[F:28])[CH:22]=2)[C:18]([O:31][CH2:32][CH2:33]Br)=[C:17]([Br:35])[CH:16]=1)[CH2:2][CH2:3][CH2:4][CH2:5][CH2:6][CH2:7][CH2:8][CH2:9][CH2:10][CH2:11][CH3:12].[NH:37]1[CH2:42][CH2:41][O:40][CH2:39][CH2:38]1.C([O-])([O-])=O.[K+].[K+]. Product: [CH2:1]([NH:13][C:14]([C:15]1[CH:20]=[C:19]([C:21]2[CH:26]=[CH:25][CH:24]=[C:23]([C:27]([F:30])([F:28])[F:29])[CH:22]=2)[C:18]([O:31][CH2:32][CH2:33][N:37]2[CH2:42][CH2:41][O:40][CH2:39][CH2:38]2)=[C:17]([Br:35])[CH:16]=1)=[O:36])[CH2:2][CH2:3][CH2:4][CH2:5][CH2:6][CH2:7][CH2:8][CH2:9][CH2:10][CH2:11][CH3:12].